Dataset: Experimentally validated miRNA-target interactions with 360,000+ pairs, plus equal number of negative samples. Task: Binary Classification. Given a miRNA mature sequence and a target amino acid sequence, predict their likelihood of interaction. The miRNA is mmu-miR-411-5p with sequence UAGUAGACCGUAUAGCGUACG. The protein sequence of the target gene is MATAASNPYSILSSSSLVHADSAGMQQGSPFRNPQKLLQSDYLQGVPSNGHPLGHHWVTSLSDGGPWSSTLATSPLDQQDVKPGREDLQLGAIIHHRSPHVAHHSPHTNHPNAWGASPAPNSSITSSGQPLNVYSQPGFTVSGMLEHGGLTPPPAAASTQSLHPVLREPPDHGELGSHHCQDHSDEETPTSDELEQFAKQFKQRRIKLGFTQADVGLALGTLYGNVFSQTTICRFEALQLSFKNMCKLKPLLNKWLEEADSSTGSPTSIDKIAAQGRKRKKRTSIEVSVKGVLETHFLKC.... Result: 0 (no interaction).